Task: Predict the reactants needed to synthesize the given product.. Dataset: Full USPTO retrosynthesis dataset with 1.9M reactions from patents (1976-2016) (1) Given the product [N:1]1[CH:6]=[CH:5][CH:4]=[CH:3][C:2]=1[CH2:7][CH:8]1[S:12][C:11](=[O:13])[NH:10][C:9]1=[O:14], predict the reactants needed to synthesize it. The reactants are: [N:1]1[CH:6]=[CH:5][CH:4]=[CH:3][C:2]=1[CH:7]=[C:8]1[S:12][C:11](=[O:13])[NH:10][C:9]1=[O:14]. (2) Given the product [Cl:1][C:2]1[C:3]([O:12][CH:13]([CH3:15])[CH3:14])=[CH:4][C:5]([NH:16][CH:17]2[CH2:18][CH2:19][N:20]([C:23]([O:25][C:26]([CH3:29])([CH3:28])[CH3:27])=[O:24])[CH2:21][CH2:22]2)=[C:6]([N+:8]([O-:10])=[O:9])[CH:7]=1, predict the reactants needed to synthesize it. The reactants are: [Cl:1][C:2]1[C:3]([O:12][CH:13]([CH3:15])[CH3:14])=[CH:4][C:5](F)=[C:6]([N+:8]([O-:10])=[O:9])[CH:7]=1.[NH2:16][CH:17]1[CH2:22][CH2:21][N:20]([C:23]([O:25][C:26]([CH3:29])([CH3:28])[CH3:27])=[O:24])[CH2:19][CH2:18]1.C(N(C(C)C)CC)(C)C. (3) Given the product [O:42]=[C:37]1[CH2:38][CH2:39][C:40](=[O:41])[N:36]1[O:24][C:23]([C:20]1[S:19][C:15]2[N:16]=[CH:17][N:18]=[C:13]([NH:12][C:9]3[CH:10]=[CH:11][C:6]([F:5])=[CH:7][C:8]=3[O:26][C@H:27]3[CH2:32][CH2:31][CH2:30][CH2:29][C@@H:28]3[O:33][CH3:34])[C:14]=2[C:21]=1[CH3:22])=[O:25], predict the reactants needed to synthesize it. The reactants are: C(Cl)CCl.[F:5][C:6]1[CH:11]=[CH:10][C:9]([NH:12][C:13]2[C:14]3[C:21]([CH3:22])=[C:20]([C:23]([OH:25])=[O:24])[S:19][C:15]=3[N:16]=[CH:17][N:18]=2)=[C:8]([O:26][C@H:27]2[CH2:32][CH2:31][CH2:30][CH2:29][C@@H:28]2[O:33][CH3:34])[CH:7]=1.O[N:36]1[C:40](=[O:41])[CH2:39][CH2:38][C:37]1=[O:42]. (4) Given the product [NH2:33][CH2:34][CH:35]1[CH2:40][CH2:39][N:38]([C:7]2[N:6]=[CH:5][N:10]=[C:9](/[CH:11]=[C:12]3/[C:13](=[O:26])[NH:14][C:15](=[O:17])[S:16]/3)[CH:8]=2)[CH2:37][CH2:36]1, predict the reactants needed to synthesize it. The reactants are: CS([C:5]1[N:10]=[C:9](/[CH:11]=[C:12]2/[C:13](=[O:26])[N:14](CCC3C=CC=CN=3)[C:15](=[O:17])[S:16]/2)[CH:8]=[CH:7][N:6]=1)(=O)=O.C(OC(=O)[NH:33][CH2:34][CH:35]1[CH2:40][CH2:39][NH:38][CH2:37][CH2:36]1)(C)(C)C. (5) Given the product [Cl:23][C:24]1[N:32]=[CH:31][N:30]=[C:29]2[C:25]=1[N:26]=[CH:27][N:28]2[C@H:33]1[C@@H:37]2[O:38][C:39]([CH3:41])([CH3:42])[O:40][C@H:36]2[C@H:35]([CH:43]=[O:44])[O:34]1, predict the reactants needed to synthesize it. The reactants are: CC(OI1(OC(C)=O)(OC(C)=O)OC(=O)C2C=CC=CC1=2)=O.[Cl:23][C:24]1[N:32]=[CH:31][N:30]=[C:29]2[C:25]=1[N:26]=[CH:27][N:28]2[C@H:33]1[C@@H:37]2[O:38][C:39]([CH3:42])([CH3:41])[O:40][C@@H:36]2[C@@H:35]([CH2:43][OH:44])[O:34]1.S([O-])([O-])(=O)=S.[Na+].[Na+]. (6) Given the product [CH3:21][N:13]([CH3:14])[CH2:12][C@H:11]([C:22]1[CH:31]=[CH:30][C:29]2[C:24](=[CH:25][CH:26]=[CH:27][CH:28]=2)[CH:23]=1)[C@@H:10]([C:32]1[CH:33]=[CH:34][CH:35]=[CH:36][CH:37]=1)[NH2:7], predict the reactants needed to synthesize it. The reactants are: [H-].[Al+3].[Li+].[H-].[H-].[H-].[N:7]([C@H:10]([C:32]1[CH:37]=[CH:36][CH:35]=[CH:34][CH:33]=1)[C@@H:11]([C:22]1[CH:31]=[CH:30][C:29]2[C:24](=[CH:25][CH:26]=[CH:27][CH:28]=2)[CH:23]=1)[CH2:12][N:13]([CH3:21])[C:14](=O)OC(C)(C)C)=[N+]=[N-]. (7) Given the product [Br:1][C:2]1[CH:3]=[CH:4][C:5]2[O:9][C:8]([C:10](=[O:12])[NH2:11])=[C:7]([NH:13][C:14]([C:16]3[CH:17]=[CH:38][C:37]([CH2:36][NH:35][C:28](=[O:29])[O:30][C:31]([CH3:32])([CH3:33])[CH3:34])=[CH:39][CH:19]=3)=[O:15])[C:6]=2[CH:27]=1, predict the reactants needed to synthesize it. The reactants are: [Br:1][C:2]1[CH:3]=[CH:4][C:5]2[O:9][C:8]([C:10](=[O:12])[NH2:11])=[C:7]([NH:13][C:14]([CH:16]3[CH2:19]N(C(OC(C)(C)C)=O)[CH2:17]3)=[O:15])[C:6]=2[CH:27]=1.[C:28]([N:35]1[CH2:38][CH:37]([C:39](O)=O)[CH2:36]1)([O:30][C:31]([CH3:34])([CH3:33])[CH3:32])=[O:29].